This data is from NCI-60 drug combinations with 297,098 pairs across 59 cell lines. The task is: Regression. Given two drug SMILES strings and cell line genomic features, predict the synergy score measuring deviation from expected non-interaction effect. (1) Drug 1: CCC1(CC2CC(C3=C(CCN(C2)C1)C4=CC=CC=C4N3)(C5=C(C=C6C(=C5)C78CCN9C7C(C=CC9)(C(C(C8N6C=O)(C(=O)OC)O)OC(=O)C)CC)OC)C(=O)OC)O.OS(=O)(=O)O. Drug 2: COC1=C2C(=CC3=C1OC=C3)C=CC(=O)O2. Cell line: OVCAR3. Synergy scores: CSS=33.8, Synergy_ZIP=5.97, Synergy_Bliss=4.27, Synergy_Loewe=-35.8, Synergy_HSA=-4.16. (2) Drug 1: B(C(CC(C)C)NC(=O)C(CC1=CC=CC=C1)NC(=O)C2=NC=CN=C2)(O)O. Drug 2: CC1C(C(CC(O1)OC2CC(CC3=C2C(=C4C(=C3O)C(=O)C5=CC=CC=C5C4=O)O)(C(=O)C)O)N)O. Cell line: OVCAR-5. Synergy scores: CSS=75.5, Synergy_ZIP=3.17, Synergy_Bliss=3.05, Synergy_Loewe=6.97, Synergy_HSA=8.74. (3) Drug 1: CC1CCC2CC(C(=CC=CC=CC(CC(C(=O)C(C(C(=CC(C(=O)CC(OC(=O)C3CCCCN3C(=O)C(=O)C1(O2)O)C(C)CC4CCC(C(C4)OC)OCCO)C)C)O)OC)C)C)C)OC. Drug 2: CC1C(C(CC(O1)OC2CC(OC(C2O)C)OC3=CC4=CC5=C(C(=O)C(C(C5)C(C(=O)C(C(C)O)O)OC)OC6CC(C(C(O6)C)O)OC7CC(C(C(O7)C)O)OC8CC(C(C(O8)C)O)(C)O)C(=C4C(=C3C)O)O)O)O. Cell line: A498. Synergy scores: CSS=22.9, Synergy_ZIP=-2.32, Synergy_Bliss=2.41, Synergy_Loewe=0.915, Synergy_HSA=2.41.